From a dataset of Full USPTO retrosynthesis dataset with 1.9M reactions from patents (1976-2016). Predict the reactants needed to synthesize the given product. (1) The reactants are: [F:1][C:2]1[CH:7]=[C:6]([F:8])[CH:5]=[CH:4][C:3]=1[C:9]([OH:33])([CH2:27][N:28]1[CH:32]=[N:31][N:30]=[N:29]1)[C:10]([F:26])([F:25])[C:11]1[CH:16]=[CH:15][C:14]([C:17]2[CH:18]=[N:19][C:20](OC)=[N:21][CH:22]=2)=[CH:13][N:12]=1.P(Cl)(Cl)([Cl:36])=O. Given the product [Cl:36][C:20]1[N:19]=[CH:18][C:17]([C:14]2[CH:15]=[CH:16][C:11]([C:10]([F:26])([F:25])[C:9]([C:3]3[CH:4]=[CH:5][C:6]([F:8])=[CH:7][C:2]=3[F:1])([OH:33])[CH2:27][N:28]3[CH:32]=[N:31][N:30]=[N:29]3)=[N:12][CH:13]=2)=[CH:22][N:21]=1, predict the reactants needed to synthesize it. (2) Given the product [CH3:22][O:21][C:17]1[CH:16]=[C:15]2[C:20]([C:11]([O:10][CH2:9][CH2:8][N:6]3[C:5](=[O:23])[CH:4]=[CH:3][C:2]([C:33]#[C:32][CH2:31][NH:34][C:35](=[O:42])[CH2:36][N:37]4[CH2:41][CH2:40][CH2:39][CH2:38]4)=[CH:7]3)=[CH:12][CH:13]=[N:14]2)=[CH:19][CH:18]=1, predict the reactants needed to synthesize it. The reactants are: Br[C:2]1[CH:3]=[CH:4][C:5](=[O:23])[N:6]([CH2:8][CH2:9][O:10][C:11]2[C:20]3[C:15](=[CH:16][C:17]([O:21][CH3:22])=[CH:18][CH:19]=3)[N:14]=[CH:13][CH:12]=2)[CH:7]=1.C(N(CC)CC)C.[CH2:31]([NH:34][C:35](=[O:42])[CH2:36][N:37]1[CH2:41][CH2:40][CH2:39][CH2:38]1)[C:32]#[CH:33].